This data is from NCI-60 drug combinations with 297,098 pairs across 59 cell lines. The task is: Regression. Given two drug SMILES strings and cell line genomic features, predict the synergy score measuring deviation from expected non-interaction effect. Drug 1: CNC(=O)C1=NC=CC(=C1)OC2=CC=C(C=C2)NC(=O)NC3=CC(=C(C=C3)Cl)C(F)(F)F. Drug 2: C1CNP(=O)(OC1)N(CCCl)CCCl. Cell line: EKVX. Synergy scores: CSS=2.14, Synergy_ZIP=-0.704, Synergy_Bliss=-0.668, Synergy_Loewe=0.305, Synergy_HSA=-0.275.